Dataset: Full USPTO retrosynthesis dataset with 1.9M reactions from patents (1976-2016). Task: Predict the reactants needed to synthesize the given product. (1) Given the product [Br:38][C:35]1[N:36]=[CH:37][C:32]([C:15]2[CH:14]=[CH:13][C:12]([N:4]([C:3]3[CH:27]=[CH:28][CH:29]=[CH:30][C:2]=3[CH3:1])[C:5]3[CH:10]=[CH:9][CH:8]=[CH:7][C:6]=3[CH3:11])=[CH:17][CH:16]=2)=[N:33][CH:34]=1, predict the reactants needed to synthesize it. The reactants are: [CH3:1][C:2]1[CH:30]=[CH:29][CH:28]=[CH:27][C:3]=1[N:4]([C:12]1[CH:17]=[CH:16][C:15](B2OC(C)(C)C(C)(C)O2)=[CH:14][CH:13]=1)[C:5]1[CH:10]=[CH:9][CH:8]=[CH:7][C:6]=1[CH3:11].Br[C:32]1[CH:37]=[N:36][C:35]([Br:38])=[CH:34][N:33]=1.C([O-])([O-])=O.[K+].[K+].C(OCC)(=O)C.[Cl-].[Na+].O. (2) Given the product [P:23]([O-:27])([O-:26])([O-:25])=[O:24].[Zr+4:20].[P:23]([O-:27])([O-:26])([O-:25])=[O:24].[P:23]([O-:27])([O-:26])([O-:25])=[O:24].[P:23]([O-:27])([O-:26])([O-:25])=[O:24].[Zr+4:20].[Zr+4:20], predict the reactants needed to synthesize it. The reactants are: O.O.C(O)(=O)C(O)=O.O.O.O.O.O.O.O.O.O(Cl)Cl.[Zr:20].[Cl-].[NH4+].[P:23](=[O:27])([OH:26])([OH:25])[OH:24].N. (3) The reactants are: [S:1]1[CH:5]=[CH:4][CH:3]=[C:2]1[C:6]([NH:8][CH2:9][C:10]([OH:12])=[O:11])=O.[CH3:13][O:14][C:15]1[CH:16]=[C:17]([CH:21]=O)[CH:18]=[N:19][CH:20]=1.C([O-])(=O)C.[Na+].C(OC(=O)C)(=O)C. Given the product [CH3:13][O:14][C:15]1[CH:16]=[C:17]([CH:21]=[C:9]2[C:10](=[O:11])[O:12][C:6]([C:2]3[S:1][CH:5]=[CH:4][CH:3]=3)=[N:8]2)[CH:18]=[N:19][CH:20]=1, predict the reactants needed to synthesize it. (4) Given the product [CH2:1]([O:5][C:6]([C:8]1[N:9]=[C:10]([Cl:26])[C:11]2[C:16]([C:17]=1[OH:18])=[CH:15][C:14]([O:19][C:20]1[CH:25]=[CH:24][C:23]([N+:27]([O-:29])=[O:28])=[CH:22][CH:21]=1)=[CH:13][CH:12]=2)=[O:7])[CH2:2][CH2:3][CH3:4], predict the reactants needed to synthesize it. The reactants are: [CH2:1]([O:5][C:6]([C:8]1[N:9]=[C:10]([Cl:26])[C:11]2[C:16]([C:17]=1[OH:18])=[CH:15][C:14]([O:19][C:20]1[CH:25]=[CH:24][CH:23]=[CH:22][CH:21]=1)=[CH:13][CH:12]=2)=[O:7])[CH2:2][CH2:3][CH3:4].[N+:27]([O-])([O-:29])=[O:28].[K+].